Task: Regression. Given a peptide amino acid sequence and an MHC pseudo amino acid sequence, predict their binding affinity value. This is MHC class I binding data.. Dataset: Peptide-MHC class I binding affinity with 185,985 pairs from IEDB/IMGT The peptide sequence is HWMDATFNI. The MHC is HLA-A03:01 with pseudo-sequence HLA-A03:01. The binding affinity (normalized) is 0.0847.